Dataset: Forward reaction prediction with 1.9M reactions from USPTO patents (1976-2016). Task: Predict the product of the given reaction. (1) Given the reactants [Cl:1][C:2]1[N:10]=[C:9]2[C:5]([NH:6][CH:7]=[N:8]2)=[C:4](Cl)[N:3]=1.[CH:12]1([NH2:18])[CH2:17][CH2:16][CH2:15][CH2:14][CH2:13]1, predict the reaction product. The product is: [Cl:1][C:2]1[N:10]=[C:9]2[C:5]([N:6]=[CH:7][NH:8]2)=[C:4]([NH:18][CH:12]2[CH2:17][CH2:16][CH2:15][CH2:14][CH2:13]2)[N:3]=1. (2) Given the reactants C([O:8][C:9]1[CH:10]=[C:11]([CH:23]=[CH:24][CH:25]=1)[O:12][C:13]1[CH:14]=[CH:15][C:16]2[CH2:20][O:19][B:18]([OH:21])[C:17]=2[CH:22]=1)C1C=CC=CC=1, predict the reaction product. The product is: [OH:8][C:9]1[CH:10]=[C:11]([CH:23]=[CH:24][CH:25]=1)[O:12][C:13]1[CH:14]=[CH:15][C:16]2[CH2:20][O:19][B:18]([OH:21])[C:17]=2[CH:22]=1.